This data is from Full USPTO retrosynthesis dataset with 1.9M reactions from patents (1976-2016). The task is: Predict the reactants needed to synthesize the given product. (1) Given the product [NH2:22][C@H:23]([C:31]([OH:33])=[O:32])[CH2:15][CH2:19][C:20](=[O:21])[NH2:11], predict the reactants needed to synthesize it. The reactants are: N1C(N)=C2C(N=CN2)=NC=1.[NH:11]1[C:20](=[O:21])[C:19]2NC=N[C:15]=2N=C1N.[NH2:22][C@H:23]([C:31]([OH:33])=[O:32])CCCNC(=N)N.N[C@H](C(O)=O)C. (2) Given the product [F:15][C:16]1[C:20]2[CH:21]=[CH:22][CH:23]=[C:24]([OH:25])[C:19]=2[S:18][C:17]=1[CH2:27][C:28]1[CH:33]=[CH:32][CH:31]=[C:30]([C:34]([F:36])([F:35])[F:37])[CH:29]=1, predict the reactants needed to synthesize it. The reactants are: B(Br)(Br)Br.C(Cl)Cl.C1(C)C=CC=CC=1.[F:15][C:16]1[C:20]2[CH:21]=[CH:22][CH:23]=[C:24]([O:25]C)[C:19]=2[S:18][C:17]=1[CH2:27][C:28]1[CH:33]=[CH:32][CH:31]=[C:30]([C:34]([F:37])([F:36])[F:35])[CH:29]=1. (3) Given the product [ClH:52].[NH:39]1[CH2:45][CH2:44][CH2:43][CH2:42][CH:41]([CH2:46][C:47]([O:49][CH2:50][CH3:51])=[O:48])[CH2:40]1, predict the reactants needed to synthesize it. The reactants are: [H-].[Na+].C(N1CCCCC(=O)C1)C1C=CC=CC=1.C(OP(CC(OCC)=O)(OCC)=O)C.C([N:39]1[CH2:45][CH2:44][CH2:43][CH2:42][C:41](=[CH:46][C:47]([O:49][CH2:50][CH3:51])=[O:48])[CH2:40]1)C1C=CC=CC=1.[ClH:52].CCOC(C)=O.